Dataset: TCR-epitope binding with 47,182 pairs between 192 epitopes and 23,139 TCRs. Task: Binary Classification. Given a T-cell receptor sequence (or CDR3 region) and an epitope sequence, predict whether binding occurs between them. (1) The epitope is EEHVQIHTI. The TCR CDR3 sequence is CASSPPDRWPYEQYF. Result: 1 (the TCR binds to the epitope). (2) The epitope is CINGVCWTV. The TCR CDR3 sequence is CASSPVSQGANSGNTIYF. Result: 0 (the TCR does not bind to the epitope). (3) The epitope is KTSVDCTMYI. The TCR CDR3 sequence is CASSLGRGTGGLKTQYF. Result: 0 (the TCR does not bind to the epitope). (4) The epitope is FLRGRAYGL. The TCR CDR3 sequence is CASSLTGGFSGEQYF. Result: 0 (the TCR does not bind to the epitope). (5) The epitope is NLVPMVATV. The TCR CDR3 sequence is CASSLNVEQYF. Result: 0 (the TCR does not bind to the epitope). (6) The epitope is FLNGSCGSV. The TCR CDR3 sequence is CASSDEWDLREQFF. Result: 1 (the TCR binds to the epitope). (7) The epitope is HLVDFQVTI. The TCR CDR3 sequence is CASSLGLNTGELFF. Result: 1 (the TCR binds to the epitope). (8) The epitope is YLDAYNMMI. The TCR CDR3 sequence is CASRDRRNEQFF. Result: 0 (the TCR does not bind to the epitope). (9) Result: 1 (the TCR binds to the epitope). The TCR CDR3 sequence is CASSDGQRFYNEQFF. The epitope is YFPLQSYGF. (10) The epitope is EPLPQGQLTAY. The TCR CDR3 sequence is CASSPASGAFGYNEQFF. Result: 1 (the TCR binds to the epitope).